This data is from Catalyst prediction with 721,799 reactions and 888 catalyst types from USPTO. The task is: Predict which catalyst facilitates the given reaction. (1) Reactant: [CH3:1][O:2][C:3](=[O:12])[CH:4]([NH2:11])[CH2:5][C@H:6]1[CH2:9][C@H:8]([CH3:10])[CH2:7]1.C(N(CC)C(C)C)(C)C.[Cl:22][C:23]1[CH:56]=[CH:55][CH:54]=[CH:53][C:24]=1[O:25][C:26]1[CH2:30]N([C@@H](CC2CCCCC2)C(NC2C=CN(CC(O)(C)C)N=2)=O)[C:28](=[O:52])[CH:27]=1. Product: [CH3:1][O:2][C:3](=[O:12])[CH:4]([N:11]1[CH2:30][C:26]([O:25][C:24]2[CH:53]=[CH:54][CH:55]=[CH:56][C:23]=2[Cl:22])=[CH:27][C:28]1=[O:52])[CH2:5][C@H:6]1[CH2:7][C@H:8]([CH3:10])[CH2:9]1. The catalyst class is: 10. (2) Reactant: [Br:1][C:2]1[C:3](=[O:29])[N:4]([C:19]2[CH:20]=[C:21]([CH:25]=[CH:26][C:27]=2[F:28])[C:22](O)=[O:23])[C:5]([CH3:18])=[CH:6][C:7]=1[O:8][CH2:9][C:10]1[CH:15]=[CH:14][C:13]([F:16])=[CH:12][C:11]=1[F:17].C[N:31]1CCOCC1.ClC1N=C(OC)N=C(OC)N=1.[NH4+].[OH-]. Product: [Br:1][C:2]1[C:3](=[O:29])[N:4]([C:19]2[CH:20]=[C:21]([CH:25]=[CH:26][C:27]=2[F:28])[C:22]([NH2:31])=[O:23])[C:5]([CH3:18])=[CH:6][C:7]=1[O:8][CH2:9][C:10]1[CH:15]=[CH:14][C:13]([F:16])=[CH:12][C:11]=1[F:17]. The catalyst class is: 132.